Dataset: Reaction yield outcomes from USPTO patents with 853,638 reactions. Task: Predict the reaction yield, written as a fraction of the theoretical maximum amount of product (1.0 means a 100% yield; for example, 0.34 means a 34% yield). (1) The reactants are CC1C=C(N2CC[N:9]([CH2:12][CH2:13][O:14][C:15]3[CH:20]=CC=[CH:17][CH:16]=3)C2=O)SC=1C(O)=O.[F:25][C:26]1[CH:47]=[CH:46][C:29]([CH2:30][N:31]2[CH2:35][CH2:34][N:33]([C:36]3[S:40][C:39]([C:41](O)=[O:42])=[C:38]([CH3:44])[CH:37]=3)[C:32]2=[O:45])=[CH:28][CH:27]=1.CC1OC(CN)=CC=1. No catalyst specified. The product is [F:25][C:26]1[CH:47]=[CH:46][C:29]([CH2:30][N:31]2[CH2:35][CH2:34][N:33]([C:36]3[S:40][C:39]([C:41]([NH:9][CH2:12][C:13]4[O:14][C:15]([CH3:20])=[CH:16][CH:17]=4)=[O:42])=[C:38]([CH3:44])[CH:37]=3)[C:32]2=[O:45])=[CH:28][CH:27]=1. The yield is 0.780. (2) No catalyst specified. The product is [F:50][C:47]1[CH:48]=[CH:49][C:44]2[N:45]([CH:51]=[C:42]([C:40]([NH:39][C@H:36]3[CH2:35][CH2:34][C@@H:33]([N:23]4[C:24](=[O:32])[C:25]5[CH:30]=[C:29]([F:31])[CH:28]=[N:27][C:26]=5[N:21]([C:17]5[CH:16]=[C:15]([C:12]6[CH:11]=[CH:10][C:9]([CH2:8][CH2:65][CH2:66][NH:53][CH2:54][CH2:55][CH2:56][OH:57])=[CH:14][CH:13]=6)[CH:20]=[CH:19][CH:18]=5)[C:22]4=[O:52])[CH2:38][CH2:37]3)=[O:41])[N:43]=2)[CH:46]=1. The reactants are CS(OCC[CH2:8][C:9]1[CH:14]=[CH:13][C:12]([C:15]2[CH:20]=[CH:19][CH:18]=[C:17]([N:21]3[C:26]4[N:27]=[CH:28][C:29]([F:31])=[CH:30][C:25]=4[C:24](=[O:32])[N:23]([C@H:33]4[CH2:38][CH2:37][C@@H:36]([NH:39][C:40]([C:42]5[N:43]=[C:44]6[CH:49]=[CH:48][C:47]([F:50])=[CH:46][N:45]6[CH:51]=5)=[O:41])[CH2:35][CH2:34]4)[C:22]3=[O:52])[CH:16]=2)=[CH:11][CH:10]=1)(=O)=O.[NH2:53][CH2:54][CH2:55][CH2:56][OH:57].C(=O)([O-])[O-].[K+].[K+].O.[C:65](#N)[CH3:66]. The yield is 0.360. (3) The yield is 0.240. The reactants are Br[C:2]1[S:3][C:4]([Cl:7])=[CH:5][CH:6]=1.[CH:8]([C:10]1[S:14][C:13](B(O)O)=[CH:12][CH:11]=1)=[O:9].C([O-])([O-])=O.[Na+].[Na+]. The catalyst is C1C=CC([P]([Pd]([P](C2C=CC=CC=2)(C2C=CC=CC=2)C2C=CC=CC=2)([P](C2C=CC=CC=2)(C2C=CC=CC=2)C2C=CC=CC=2)[P](C2C=CC=CC=2)(C2C=CC=CC=2)C2C=CC=CC=2)(C2C=CC=CC=2)C2C=CC=CC=2)=CC=1.CCO. The product is [Cl:7][C:4]1[S:3][C:2]([C:13]2[S:14][C:10]([CH:8]=[O:9])=[CH:11][CH:12]=2)=[CH:6][CH:5]=1. (4) The reactants are ClCCl.[CH2:4]([C:8]1[N:13]=[C:12]([CH3:14])[N:11]=[C:10]([O:15][CH2:16][C:17]([OH:19])=O)[C:9]=1[CH2:20][C:21]1[CH:26]=[CH:25][C:24]([C:27]2[CH:32]=[CH:31][CH:30]=[CH:29][C:28]=2[C:33]#[N:34])=[CH:23][CH:22]=1)[CH2:5][CH2:6][CH3:7].O.O[N:37]1C2C=CC=CC=2N=N1.N. The catalyst is C(Cl)(Cl)Cl.CO.O. The product is [CH2:4]([C:8]1[N:13]=[C:12]([CH3:14])[N:11]=[C:10]([O:15][CH2:16][C:17]([NH2:37])=[O:19])[C:9]=1[CH2:20][C:21]1[CH:22]=[CH:23][C:24]([C:27]2[CH:32]=[CH:31][CH:30]=[CH:29][C:28]=2[C:33]#[N:34])=[CH:25][CH:26]=1)[CH2:5][CH2:6][CH3:7]. The yield is 0.880.